From a dataset of Full USPTO retrosynthesis dataset with 1.9M reactions from patents (1976-2016). Predict the reactants needed to synthesize the given product. (1) Given the product [NH:36]1[C:37]2[C:33](=[CH:32][C:31]([NH:30][CH:6]3[CH2:7][CH2:8][N:3]([CH2:10][CH2:11][CH2:12][CH2:13][CH3:14])[CH2:4][CH2:5]3)=[CH:39][CH:38]=2)[CH:34]=[N:35]1, predict the reactants needed to synthesize it. The reactants are: O.Cl.[NH:3]1[CH2:8][CH2:7][C:6](=O)[CH2:5][CH2:4]1.[CH:10](=O)[CH2:11][CH2:12][CH2:13][CH3:14].C(O[BH-](OC(=O)C)OC(=O)C)(=O)C.[Na+].[NH2:30][C:31]1[CH:32]=[C:33]2[C:37](=[CH:38][CH:39]=1)[NH:36][N:35]=[CH:34]2.C(=O)([O-])O.[Na+]. (2) Given the product [ClH:1].[Cl:1][C:2]1[CH:3]=[C:4]([NH:8][C:9]2[C:14]3[N:15]=[CH:16][N:17]([CH3:18])[C:13]=3[C:12]([C:19]([N:10]3[CH2:11][CH2:12][CH2:13][CH2:14][CH2:9]3)=[O:21])=[CH:11][N:10]=2)[CH:5]=[CH:6][CH:7]=1, predict the reactants needed to synthesize it. The reactants are: [Cl:1][C:2]1[CH:3]=[C:4]([NH:8][C:9]2[C:14]3[N:15]=[CH:16][N:17]([CH3:18])[C:13]=3[C:12]([C:19]([OH:21])=O)=[CH:11][N:10]=2)[CH:5]=[CH:6][CH:7]=1. (3) Given the product [CH2:1]([CH:3]1[N:12]([C:17](=[O:26])[C:18]2[CH:23]=[CH:22][C:21]([O:24][CH3:25])=[CH:20][CH:19]=2)[C:11]2[C:6](=[CH:7][CH:8]=[C:9]([F:13])[CH:10]=2)[N:5]2[CH:14]=[CH:15][CH:16]=[C:4]12)[CH3:2], predict the reactants needed to synthesize it. The reactants are: [CH2:1]([CH:3]1[NH:12][C:11]2[C:6](=[CH:7][CH:8]=[C:9]([F:13])[CH:10]=2)[N:5]2[CH:14]=[CH:15][CH:16]=[C:4]12)[CH3:2].[C:17](Cl)(=[O:26])[C:18]1[CH:23]=[CH:22][C:21]([O:24][CH3:25])=[CH:20][CH:19]=1. (4) The reactants are: BrC1[CH:3]=[N:4][CH:5]=C(C)C=1.CON(C)[C:12](=[O:14])[CH3:13].[Li][CH2:17][CH2:18][CH2:19][CH3:20]. Given the product [CH3:20][C:19]1[CH:18]=[C:17]([C:12](=[O:14])[CH3:13])[CH:5]=[N:4][CH:3]=1, predict the reactants needed to synthesize it. (5) Given the product [C:18]([NH:26][CH2:12][CH2:11][CH2:10][CH:9]([NH:8][C:1]([O:3][C:4]([CH3:5])([CH3:6])[CH3:7])=[O:2])[C:15]([OH:17])=[O:16])(=[O:21])[CH:19]=[CH2:20], predict the reactants needed to synthesize it. The reactants are: [C:1]([NH:8][C@H:9]([C:15]([OH:17])=[O:16])[CH2:10][CH2:11][CH2:12]CN)([O:3][C:4]([CH3:7])([CH3:6])[CH3:5])=[O:2].[C:18](Cl)(=[O:21])[CH:19]=[CH2:20].Cl.C(#[N:26])C. (6) Given the product [F:16][C:10]1[CH:11]=[C:12]([I:15])[CH:13]=[CH:14][C:9]=1[NH:8][C:5]1[N:6]=[N:7][C:2]([N:20]2[CH2:25][CH2:24][O:23][CH2:22][CH2:21]2)=[CH:3][C:4]=1[C:17]([OH:19])=[O:18], predict the reactants needed to synthesize it. The reactants are: Cl[C:2]1[N:7]=[N:6][C:5]([NH:8][C:9]2[CH:14]=[CH:13][C:12]([I:15])=[CH:11][C:10]=2[F:16])=[C:4]([C:17]([OH:19])=[O:18])[CH:3]=1.[NH:20]1[CH2:25][CH2:24][O:23][CH2:22][CH2:21]1. (7) Given the product [CH3:1][C:2]1[O:6][C:5]([C:7]2[CH:8]=[CH:9][CH:10]=[CH:11][CH:12]=2)=[N:4][C:3]=1[CH2:13][O:14][C:15]1[CH:20]=[CH:19][C:18]([CH2:21][OH:22])=[CH:17][N:16]=1, predict the reactants needed to synthesize it. The reactants are: [CH3:1][C:2]1[O:6][C:5]([C:7]2[CH:12]=[CH:11][CH:10]=[CH:9][CH:8]=2)=[N:4][C:3]=1[CH2:13][O:14][C:15]1[CH:20]=[CH:19][C:18]([CH:21]=[O:22])=[CH:17][N:16]=1.CO.[BH4-].[Na+].O. (8) Given the product [CH:34]1([S:31]([C:28]2[CH:27]=[CH:26][C:25]([CH2:24][NH:23][C:21]([C:5]3[C:6](=[O:20])[N:7]([C:10]4[CH:15]=[CH:14][CH:13]=[C:12]([C:16]([F:17])([F:19])[F:18])[CH:11]=4)[C:8]([CH3:9])=[C:3]([CH2:2][S:38]([CH3:37])(=[O:40])=[O:39])[CH:4]=3)=[O:22])=[CH:30][CH:29]=2)(=[O:33])=[O:32])[CH2:35][CH2:36]1, predict the reactants needed to synthesize it. The reactants are: Cl[CH2:2][C:3]1[CH:4]=[C:5]([C:21]([NH:23][CH2:24][C:25]2[CH:30]=[CH:29][C:28]([S:31]([CH:34]([CH3:36])[CH3:35])(=[O:33])=[O:32])=[CH:27][CH:26]=2)=[O:22])[C:6](=[O:20])[N:7]([C:10]2[CH:15]=[CH:14][CH:13]=[C:12]([C:16]([F:19])([F:18])[F:17])[CH:11]=2)[C:8]=1[CH3:9].[CH3:37][S:38]([O-:40])=[O:39].[Na+]. (9) Given the product [Si:1]([O:8][CH:9]1[CH2:10][N:11]([C:13]2[CH:18]=[CH:17][C:16]([N:19]3[CH2:23][C@H:22]([CH2:24][O:25][C:29]4[CH:33]=[CH:32][O:31][N:30]=4)[O:21][C:20]3=[O:26])=[CH:15][C:14]=2[F:27])[CH2:12]1)([C:4]([CH3:7])([CH3:5])[CH3:6])([CH3:3])[CH3:2], predict the reactants needed to synthesize it. The reactants are: [Si:1]([O:8][CH:9]1[CH2:12][N:11]([C:13]2[CH:18]=[CH:17][C:16]([N:19]3[CH2:23][C@H:22]([CH2:24][OH:25])[O:21][C:20]3=[O:26])=[CH:15][C:14]=2[F:27])[CH2:10]1)([C:4]([CH3:7])([CH3:6])[CH3:5])([CH3:3])[CH3:2].O[C:29]1[CH:33]=[CH:32][O:31][N:30]=1.C(P(CCCC)CCCC)CCC.N(C(N1CCCCC1)=O)=NC(N1CCCCC1)=O. (10) Given the product [Cl:22][CH2:14][C:11]1[CH:12]=[CH:13][C:8]([CH2:7][CH:1]2[CH2:6][CH2:5][CH2:4][CH2:3][CH2:2]2)=[C:9]([C:16]([F:19])([F:18])[F:17])[CH:10]=1, predict the reactants needed to synthesize it. The reactants are: [CH:1]1([CH2:7][C:8]2[CH:13]=[CH:12][C:11]([CH2:14]O)=[CH:10][C:9]=2[C:16]([F:19])([F:18])[F:17])[CH2:6][CH2:5][CH2:4][CH2:3][CH2:2]1.S(Cl)([Cl:22])=O.